This data is from Forward reaction prediction with 1.9M reactions from USPTO patents (1976-2016). The task is: Predict the product of the given reaction. (1) Given the reactants [CH:1]([C:4]1[CH:11]=[CH:10][C:7]([CH:8]=O)=[CH:6][CH:5]=1)([CH3:3])[CH3:2].[NH2:12][C:13]1[N:14]=[N:15][C:16]([CH3:19])=[CH:17][CH:18]=1.C([O:22][C:23](=O)[C:24]([OH:35])=[CH:25][C:26](=[O:34])[C:27]1[CH:28]=[C:29]([CH3:33])[CH:30]=[CH:31][CH:32]=1)C, predict the reaction product. The product is: [OH:35][C:24]1[C:23](=[O:22])[N:12]([C:13]2[N:14]=[N:15][C:16]([CH3:19])=[CH:17][CH:18]=2)[CH:8]([C:7]2[CH:10]=[CH:11][C:4]([CH:1]([CH3:3])[CH3:2])=[CH:5][CH:6]=2)[C:25]=1[C:26](=[O:34])[C:27]1[CH:32]=[CH:31][CH:30]=[C:29]([CH3:33])[CH:28]=1. (2) Given the reactants Cl[C:2]1[CH:3]=[C:4]2[C:9](=[CH:10][N:11]=1)[NH:8][CH2:7][CH2:6][CH2:5]2.[CH3:12][N:13]1[CH:17]=[C:16](B2OC(C)(C)C(C)(C)O2)[CH:15]=[N:14]1.C([O-])([O-])=O.[Na+].[Na+].C1(P(C2CCCCC2)C2C=CC=CC=2C2C(C(C)C)=CC(C(C)C)=CC=2C(C)C)CCCCC1, predict the reaction product. The product is: [CH3:12][N:13]1[CH:17]=[C:16]([C:2]2[CH:3]=[C:4]3[C:9](=[CH:10][N:11]=2)[NH:8][CH2:7][CH2:6][CH2:5]3)[CH:15]=[N:14]1. (3) Given the reactants [Cl:1][C:2]1[CH:3]=[C:4]([C@@H:12]([CH2:33][CH:34]2[CH2:38][CH2:37][CH2:36][CH2:35]2)[C:13]([NH:15][C:16]2[CH:21]=[N:20][C:19]([NH:22][CH2:23][CH2:24][O:25][Si](CC)(CC)CC)=[CH:18][N:17]=2)=[O:14])[CH:5]=[CH:6][C:7]=1[S:8]([CH3:11])(=[O:10])=[O:9].C(O)(=O)C, predict the reaction product. The product is: [Cl:1][C:2]1[CH:3]=[C:4]([C@@H:12]([CH2:33][CH:34]2[CH2:35][CH2:36][CH2:37][CH2:38]2)[C:13]([NH:15][C:16]2[CH:21]=[N:20][C:19]([NH:22][CH2:23][CH2:24][OH:25])=[CH:18][N:17]=2)=[O:14])[CH:5]=[CH:6][C:7]=1[S:8]([CH3:11])(=[O:10])=[O:9].